From a dataset of Full USPTO retrosynthesis dataset with 1.9M reactions from patents (1976-2016). Predict the reactants needed to synthesize the given product. (1) Given the product [CH3:1][C:2]([CH:4]1[C:9]([CH3:11])([CH3:10])[CH2:8][CH2:7][CH:6]=[C:5]1[CH3:12])=[O:3].[CH3:31][C:32]([C:34]1[C:39]([CH3:41])([CH3:40])[CH2:38][CH2:37][CH2:36][C:35]=1[CH3:42])=[O:33], predict the reactants needed to synthesize it. The reactants are: [CH3:1][C:2]([CH:4]1[C:9]([CH3:11])([CH3:10])[CH2:8][CH:7]=[CH:6][CH:5]1[CH3:12])=[O:3].CC(C)([O-])C.[Na+].C1CCCCCCCCCCC1.[CH3:31][C:32]([C@@H:34]1[C:39]([CH3:41])([CH3:40])[CH2:38][CH:37]=[CH:36][C@H:35]1[CH3:42])=[O:33]. (2) Given the product [CH2:12]([O:19][C:20]1[CH:25]=[CH:24][C:23]([C@@H:26]2[CH2:7][C@H:27]2[N+:28]([O-:30])=[O:29])=[CH:22][CH:21]=1)[C:13]1[CH:14]=[CH:15][CH:16]=[CH:17][CH:18]=1, predict the reactants needed to synthesize it. The reactants are: [I-].C[S+](C)(C)=O.[CH3:7]C(O)(C)C.[CH2:12]([O:19][C:20]1[CH:25]=[CH:24][C:23](/[CH:26]=[CH:27]/[N+:28]([O-:30])=[O:29])=[CH:22][CH:21]=1)[C:13]1[CH:18]=[CH:17][CH:16]=[CH:15][CH:14]=1.O.